The task is: Predict the reactants needed to synthesize the given product.. This data is from Full USPTO retrosynthesis dataset with 1.9M reactions from patents (1976-2016). (1) Given the product [CH2:13]([N:3]([CH2:1][CH3:2])[C:4]1[CH:11]=[CH:10][C:7]([CH:8]=[O:9])=[C:6]([O:12][CH2:23][CH2:24][N:25]2[CH2:30][CH2:29][CH2:28][CH2:27][CH2:26]2)[CH:5]=1)[CH3:14], predict the reactants needed to synthesize it. The reactants are: [CH2:1]([N:3]([CH2:13][CH3:14])[C:4]1[CH:5]=[C:6]([OH:12])[C:7](=[CH:10][CH:11]=1)[CH:8]=[O:9])[CH3:2].C(=O)([O-])[O-].[Cs+].[Cs+].Cl.Cl[CH2:23][CH2:24][N:25]1[CH2:30][CH2:29][CH2:28][CH2:27][CH2:26]1.O. (2) Given the product [O:1]1[C:6]2[CH:7]=[CH:8][C:9]([S:11]([N:14]([CH2:15][CH:16]([CH3:18])[CH3:17])[CH2:19][C@H:20]([OH:24])[C@@H:21]([NH:22][C:27](=[O:28])[O:29][C@@H:30]3[C@H:37]4[C@H:33]([O:34][CH2:35][CH2:36]4)[O:32][CH2:31]3)[CH2:38][C:39]3[CH:40]=[CH:41][C:42]([O:45][CH2:46][C:47]4[CH:52]=[CH:51][CH:50]=[CH:49][N:48]=4)=[CH:43][CH:44]=3)(=[O:13])=[O:12])=[CH:10][C:5]=2[O:4][CH2:3][CH2:2]1, predict the reactants needed to synthesize it. The reactants are: [O:1]1[C:6]2[CH:7]=[CH:8][C:9]([S:11]([N:14]([CH2:19][C@H:20]3[O:24]C(C)(C)[N:22]([C:27]([O:29][C@@H:30]4[C@H:37]5[C@H:33]([O:34][CH2:35][CH2:36]5)[O:32][CH2:31]4)=[O:28])[C@H:21]3[CH2:38][C:39]3[CH:44]=[CH:43][C:42]([O:45][CH2:46][C:47]4[CH:52]=[CH:51][CH:50]=[CH:49][N:48]=4)=[CH:41][CH:40]=3)[CH2:15][CH:16]([CH3:18])[CH3:17])(=[O:13])=[O:12])=[CH:10][C:5]=2[O:4][CH2:3][CH2:2]1.[OH-].[Na+]. (3) Given the product [Cl:17][C:15]1[C:14]([C:18]2[CH:19]=[N:20][C:21]([C:26]([F:27])([F:29])[F:28])=[CH:22][C:23]=2[C:24]#[N:25])=[CH:13][C:12]([S:30]([N:33]2[CH2:39][CH2:38][CH2:37][CH2:36][C:35]3[CH:40]=[CH:41][CH:42]=[CH:43][C:34]2=3)(=[O:31])=[O:32])=[C:11]([CH:16]=1)[O:10][CH2:9][CH2:8][CH2:7][C:6]([OH:44])=[O:5], predict the reactants needed to synthesize it. The reactants are: C([O:5][C:6](=[O:44])[CH2:7][CH2:8][CH2:9][O:10][C:11]1[CH:16]=[C:15]([Cl:17])[C:14]([C:18]2[CH:19]=[N:20][C:21]([C:26]([F:29])([F:28])[F:27])=[CH:22][C:23]=2[C:24]#[N:25])=[CH:13][C:12]=1[S:30]([N:33]1[CH2:39][CH2:38][CH2:37][CH2:36][C:35]2[CH:40]=[CH:41][CH:42]=[CH:43][C:34]1=2)(=[O:32])=[O:31])(C)(C)C. (4) Given the product [F:1][C:2]1[CH:8]=[CH:7][C:5]([NH:6][NH2:10])=[C:4]([CH3:9])[CH:3]=1, predict the reactants needed to synthesize it. The reactants are: [F:1][C:2]1[CH:8]=[CH:7][C:5]([NH2:6])=[C:4]([CH3:9])[CH:3]=1.[N:10]([O-])=O.[Na+].Cl[Sn]Cl. (5) Given the product [Cl:1][C:2]1[CH:3]=[C:4]([CH:18]2[O:23][CH2:22][CH2:21][NH:20][CH2:19]2)[CH:5]=[CH:6][C:7]=1[NH:8][C:9]1[N:10]=[CH:11][C:12]([CH:15]2[CH2:17][CH2:16]2)=[CH:13][N:14]=1, predict the reactants needed to synthesize it. The reactants are: [Cl:1][C:2]1[CH:3]=[C:4]([CH:18]2[O:23][CH2:22][CH2:21][N:20](C(OC(C)(C)C)=O)[CH2:19]2)[CH:5]=[CH:6][C:7]=1[NH:8][C:9]1[N:14]=[CH:13][C:12]([CH:15]2[CH2:17][CH2:16]2)=[CH:11][N:10]=1.FC(F)(F)C(O)=O.CCOC(C)=O.C1COCC1. (6) Given the product [CH3:18][O:19][C:20](=[O:29])[C:21]1[CH:26]=[CH:25][C:24](/[CH:27]=[CH:9]/[C:8]([C:5]2[CH:6]=[CH:7][C:2]([Cl:1])=[CH:3][C:4]=2[NH:11][C:12]2[CH:13]=[CH:14][CH:15]=[CH:16][CH:17]=2)=[O:10])=[CH:23][CH:22]=1, predict the reactants needed to synthesize it. The reactants are: [Cl:1][C:2]1[CH:7]=[CH:6][C:5]([C:8](=[O:10])[CH3:9])=[C:4]([NH:11][C:12]2[CH:17]=[CH:16][CH:15]=[CH:14][CH:13]=2)[CH:3]=1.[CH3:18][O:19][C:20](=[O:29])[C:21]1[CH:26]=[CH:25][C:24]([CH:27]=O)=[CH:23][CH:22]=1.[OH-].[Na+]. (7) Given the product [C:1]([C:5]1[CH:9]=[C:8]([NH:10][C:11]([NH:13][C@@H:14]2[C:23]3[C:18](=[CH:19][CH:20]=[CH:21][CH:22]=3)[C@H:17]([O:24][C:25]3[CH:26]=[CH:27][C:28]4[N:29]([C:31]([N:34]5[CH2:39][CH2:38][CH2:37][CH2:36][C@@H:35]5[CH3:40])=[N:32][N:33]=4)[CH:30]=3)[CH2:16][CH2:15]2)=[O:12])[N:7]([C:41]2[CH:42]=[N:43][N:44]([CH2:46][CH2:47][O:48][S:59]([CH3:58])(=[O:61])=[O:60])[CH:45]=2)[N:6]=1)([CH3:2])([CH3:3])[CH3:4], predict the reactants needed to synthesize it. The reactants are: [C:1]([C:5]1[CH:9]=[C:8]([NH:10][C:11]([NH:13][C@@H:14]2[C:23]3[C:18](=[CH:19][CH:20]=[CH:21][CH:22]=3)[C@H:17]([O:24][C:25]3[CH:26]=[CH:27][C:28]4[N:29]([C:31]([N:34]5[CH2:39][CH2:38][CH2:37][CH2:36][C@@H:35]5[CH3:40])=[N:32][N:33]=4)[CH:30]=3)[CH2:16][CH2:15]2)=[O:12])[N:7]([C:41]2[CH:42]=[N:43][N:44]([CH2:46][CH2:47][OH:48])[CH:45]=2)[N:6]=1)([CH3:4])([CH3:3])[CH3:2].CCN(C(C)C)C(C)C.[CH3:58][S:59](Cl)(=[O:61])=[O:60]. (8) The reactants are: [N+:1]([C:4]1[CH:9]=[CH:8][C:7]([CH:10]2[CH2:14][CH2:13][CH:12]([C:15]3[CH:20]=[CH:19][C:18]([N+:21]([O-])=O)=[CH:17][CH:16]=3)[N:11]2[C:24]2[CH:29]=[CH:28][C:27]([C:30]3[CH:31]=[CH:32][C:33]([N:36]([CH3:38])[CH3:37])=[N:34][CH:35]=3)=[CH:26][CH:25]=2)=[CH:6][CH:5]=1)([O-])=O.C(O)C. Given the product [CH3:37][N:36]([CH3:38])[C:33]1[N:34]=[CH:35][C:30]([C:27]2[CH:26]=[CH:25][C:24]([N:11]3[CH:12]([C:15]4[CH:20]=[CH:19][C:18]([NH2:21])=[CH:17][CH:16]=4)[CH2:13][CH2:14][CH:10]3[C:7]3[CH:6]=[CH:5][C:4]([NH2:1])=[CH:9][CH:8]=3)=[CH:29][CH:28]=2)=[CH:31][CH:32]=1, predict the reactants needed to synthesize it. (9) Given the product [F:1][C:2]1[CH:3]=[CH:4][C:5]2[CH2:11][S:10](=[O:12])(=[O:13])[N:9]([CH2:30][CH2:29][CH2:28][C:22]3[CH:27]=[CH:26][CH:25]=[CH:24][CH:23]=3)[N:8]=[C:7]([C:14]3[CH:19]=[CH:18][C:17]([F:20])=[CH:16][CH:15]=3)[C:6]=2[CH:21]=1, predict the reactants needed to synthesize it. The reactants are: [F:1][C:2]1[CH:3]=[CH:4][C:5]2[CH2:11][S:10](=[O:13])(=[O:12])[NH:9][N:8]=[C:7]([C:14]3[CH:19]=[CH:18][C:17]([F:20])=[CH:16][CH:15]=3)[C:6]=2[CH:21]=1.[C:22]1([CH2:28][CH2:29][CH2:30]Br)[CH:27]=[CH:26][CH:25]=[CH:24][CH:23]=1.